Predict the reaction yield, written as a fraction of the theoretical maximum amount of product (1.0 means a 100% yield; for example, 0.34 means a 34% yield). From a dataset of Reaction yield outcomes from USPTO patents with 853,638 reactions. (1) The reactants are [NH2:1][C:2]1[S:3][CH:4]=[CH:5][C:6]=1[C:7]1[CH:12]=[CH:11][CH:10]=[CH:9][CH:8]=1.[C:13](O[C:13]([O:15][C:16]([CH3:19])([CH3:18])[CH3:17])=[O:14])([O:15][C:16]([CH3:19])([CH3:18])[CH3:17])=[O:14].C(N(C(C)C)CC)(C)C. The catalyst is C1COCC1. The product is [C:13]([NH:1][C:2]1[S:3][CH:4]=[CH:5][C:6]=1[C:7]1[CH:12]=[CH:11][CH:10]=[CH:9][CH:8]=1)([O:15][C:16]([CH3:19])([CH3:18])[CH3:17])=[O:14]. The yield is 0.590. (2) The reactants are [C:1]1([NH:7][C:8]2[NH:13][C:12](=[O:14])[CH:11]=[CH:10][N:9]=2)[CH:6]=[CH:5][CH:4]=[CH:3][CH:2]=1.[H-].[Li+].I[CH3:18]. The catalyst is CN(C=O)C. The product is [CH3:18][N:13]1[C:12](=[O:14])[CH:11]=[CH:10][N:9]=[C:8]1[NH:7][C:1]1[CH:2]=[CH:3][CH:4]=[CH:5][CH:6]=1. The yield is 0.620. (3) The catalyst is O. The yield is 0.840. The product is [C:1]([O:5][C:6]([N:8]1[CH2:25][CH2:24][N:11]2[C:12](=[O:23])[C:13]3[C:18]([C@@H:10]2[CH2:9]1)=[CH:17][C:16]([CH2:19][CH3:20])=[CH:15][C:14]=3[S:28]([CH3:32])(=[O:30])=[O:27])=[O:7])([CH3:2])([CH3:4])[CH3:3]. The reactants are [C:1]([O:5][C:6]([N:8]1[CH2:25][CH2:24][N:11]2[C:12](=[O:23])[C:13]3[C:18]([C@@H:10]2[CH2:9]1)=[CH:17][C:16]([CH2:19][CH3:20])=[CH:15][C:14]=3SC)=[O:7])([CH3:4])([CH3:3])[CH3:2].O[O:27][S:28]([O-:30])=O.[K+].[CH3:32]O. (4) The reactants are [S:1]([C:11]1[CH:16]=[CH:15][CH:14]=[CH:13][CH:12]=1)[C@@H:2]1[O:10][CH2:9][C@@H:7]([OH:8])[C@H:5]([OH:6])[C@H:3]1[OH:4].[F-].[Cs+].[CH:19]1[CH:24]=[CH:23][C:22]([CH2:25]Br)=[CH:21][CH:20]=1. The catalyst is C1(C)C=CC=CC=1. The product is [CH2:25]([O:6][C@H:5]1[C@H:7]([O:8][CH2:25][C:22]2[CH:23]=[CH:24][CH:19]=[CH:20][CH:21]=2)[CH2:9][O:10][C@@H:2]([S:1][C:11]2[CH:16]=[CH:15][CH:14]=[CH:13][CH:12]=2)[C@@H:3]1[OH:4])[C:22]1[CH:23]=[CH:24][CH:19]=[CH:20][CH:21]=1.[CH2:25]([O:4][C@@H:3]1[C@@H:5]([O:6][CH2:25][C:22]2[CH:23]=[CH:24][CH:19]=[CH:20][CH:21]=2)[C@H:7]([OH:8])[CH2:9][O:10][C@H:2]1[S:1][C:11]1[CH:16]=[CH:15][CH:14]=[CH:13][CH:12]=1)[C:22]1[CH:23]=[CH:24][CH:19]=[CH:20][CH:21]=1. The yield is 0.361. (5) The reactants are C([O:8][C:9]1[CH:14]=[CH:13][C:12]([C:15]([CH3:22])([CH3:21])[C:16]([O:18][CH2:19][CH3:20])=[O:17])=[CH:11][CH:10]=1)C1C=CC=CC=1. The catalyst is [C].[Pd].C(O)C. The product is [OH:8][C:9]1[CH:10]=[CH:11][C:12]([C:15]([CH3:21])([CH3:22])[C:16]([O:18][CH2:19][CH3:20])=[O:17])=[CH:13][CH:14]=1. The yield is 0.870.